This data is from Full USPTO retrosynthesis dataset with 1.9M reactions from patents (1976-2016). The task is: Predict the reactants needed to synthesize the given product. (1) The reactants are: [OH:1][C:2]1[CH:7]=[C:6]([OH:8])C=[CH:4][N:3]=1.[Br:9][C:10]1[CH:11]=[C:12]([CH:15]=[C:16]([O:20][CH3:21])[C:17]=1[O:18][CH3:19])[CH:13]=O.[C:22](#[N:26])[CH2:23][C:24]#[N:25].C1N2CC[N:29](CC2)C1. Given the product [NH2:25][C:24]1[O:1][C:2]2[N:3]=[CH:4][N:29]=[C:6]([OH:8])[C:7]=2[CH:13]([C:12]2[CH:15]=[C:16]([O:20][CH3:21])[C:17]([O:18][CH3:19])=[C:10]([Br:9])[CH:11]=2)[C:23]=1[C:22]#[N:26], predict the reactants needed to synthesize it. (2) Given the product [CH3:1][C:2]1[CH:3]=[C:4]2[C:8](=[C:9]([CH2:11][O:12][CH2:13][C:14]3([C:27]4[CH:28]=[CH:29][CH:30]=[CH:31][CH:32]=4)[CH2:15][CH2:16][NH:17][CH2:18][CH2:19]3)[CH:10]=1)[NH:7][N:6]=[CH:5]2, predict the reactants needed to synthesize it. The reactants are: [CH3:1][C:2]1[CH:3]=[C:4]2[C:8](=[C:9]([CH2:11][O:12][CH2:13][C:14]3([C:27]4[CH:32]=[CH:31][CH:30]=[CH:29][CH:28]=4)[CH2:19][CH2:18][N:17](C(OC(C)(C)C)=O)[CH2:16][CH2:15]3)[CH:10]=1)[NH:7][N:6]=[CH:5]2. (3) Given the product [CH3:1][O:2][C:3](=[O:28])[C:4]1[C:9]([NH:10][C@@H:11]([CH2:15][CH3:16])[C@H:12]([NH:30][CH3:29])[CH3:13])=[CH:8][C:7]([CH3:17])=[N:6][C:5]=1[O:18][C:19]1[C:24]([CH3:25])=[CH:23][C:22]([Cl:26])=[CH:21][C:20]=1[CH3:27], predict the reactants needed to synthesize it. The reactants are: [CH3:1][O:2][C:3](=[O:28])[C:4]1[C:9]([NH:10][CH:11]([CH2:15][CH3:16])[C:12](=O)[CH3:13])=[CH:8][C:7]([CH3:17])=[N:6][C:5]=1[O:18][C:19]1[C:24]([CH3:25])=[CH:23][C:22]([Cl:26])=[CH:21][C:20]=1[CH3:27].[CH3:29][NH2:30]. (4) Given the product [Cl:54][C:51]1[CH:52]=[CH:53][C:48]([C:41]2[CH2:42][C:43]([CH3:46])([CH3:47])[CH2:44][CH2:45][C:40]=2[CH2:39][N:36]2[CH2:35][CH2:34][N:33]([C:31]3[CH:30]=[CH:29][C:12]([C:13]([NH:15][S:16]([C:19]4[CH:24]=[CH:23][C:22]([CH2:91][CH2:90][CH:86]5[O:87][CH2:88][CH2:89][O:85]5)=[C:21]([N+:26]([O-:28])=[O:27])[CH:20]=4)(=[O:18])=[O:17])=[O:14])=[C:11]([O:10][C:6]4[CH:5]=[C:4]5[C:9](=[CH:8][CH:7]=4)[NH:1][CH:2]=[CH:3]5)[CH:32]=3)[CH2:38][CH2:37]2)=[CH:49][CH:50]=1, predict the reactants needed to synthesize it. The reactants are: [NH:1]1[C:9]2[C:4](=[CH:5][C:6]([O:10][C:11]3[CH:32]=[C:31]([N:33]4[CH2:38][CH2:37][N:36]([CH2:39][C:40]5[CH2:45][CH2:44][C:43]([CH3:47])([CH3:46])[CH2:42][C:41]=5[C:48]5[CH:53]=[CH:52][C:51]([Cl:54])=[CH:50][CH:49]=5)[CH2:35][CH2:34]4)[CH:30]=[CH:29][C:12]=3[C:13]([NH:15][S:16]([C:19]3[CH:24]=[CH:23][C:22](Cl)=[C:21]([N+:26]([O-:28])=[O:27])[CH:20]=3)(=[O:18])=[O:17])=[O:14])=[CH:7][CH:8]=2)[CH:3]=[CH:2]1.C1(P(C2CCCCC2)C2C=CC=CC=2C2C(OC)=CC=CC=2OC)CCCCC1.[Br-].[O:85]1[CH2:89][CH2:88][O:87][CH:86]1[CH2:90][CH2:91][Zn+].